From a dataset of Forward reaction prediction with 1.9M reactions from USPTO patents (1976-2016). Predict the product of the given reaction. (1) Given the reactants [N:1]1([C:7]([O:9][C:10]([CH3:13])([CH3:12])[CH3:11])=[O:8])[CH2:6][CH2:5][NH:4][CH2:3][CH2:2]1.C[CH2:15][N:16](C(C)C)C(C)C.N#CBr.O, predict the reaction product. The product is: [C:10]([O:9][C:7]([N:1]1[CH2:6][CH2:5][N:4]([C:15]#[N:16])[CH2:3][CH2:2]1)=[O:8])([CH3:13])([CH3:12])[CH3:11]. (2) Given the reactants Br[C:2]1[CH:11]=[C:10]([F:12])[C:9]([F:13])=[CH:8][C:3]=1[C:4]([O:6][CH3:7])=[O:5].[CH2:14]([Sn](CCCC)(CCCC)CCCC)[CH:15]=[CH2:16].[Cl-].[Li+], predict the reaction product. The product is: [CH2:16]([C:2]1[CH:11]=[C:10]([F:12])[C:9]([F:13])=[CH:8][C:3]=1[C:4]([O:6][CH3:7])=[O:5])[CH:15]=[CH2:14]. (3) Given the reactants Br[CH2:2][CH2:3][CH2:4][C:5]([C:11]1[CH:16]=[CH:15][C:14]([O:17][CH3:18])=[C:13]([O:19][CH3:20])[CH:12]=1)([CH:8]([CH3:10])[CH3:9])[C:6]#[N:7].[CH3:21][NH:22][CH2:23][CH2:24][C:25]1[CH:26]=[C:27]([CH:34]=[CH:35][CH:36]=1)[O:28][CH2:29][C:30]([O:32][CH3:33])=[O:31], predict the reaction product. The product is: [C:6]([C:5]([C:11]1[CH:16]=[CH:15][C:14]([O:17][CH3:18])=[C:13]([O:19][CH3:20])[CH:12]=1)([CH:8]([CH3:10])[CH3:9])[CH2:4][CH2:3][CH2:2][N:22]([CH3:21])[CH2:23][CH2:24][C:25]1[CH:26]=[C:27]([CH:34]=[CH:35][CH:36]=1)[O:28][CH2:29][C:30]([O:32][CH3:33])=[O:31])#[N:7]. (4) Given the reactants [C:1]1([S:7]([N:10]2[C:14]3[N:15]=[CH:16][N:17]=[C:18]([N:19]4[CH2:24][CH2:23][CH2:22][CH2:21][CH2:20]4)[C:13]=3[C:12](I)=[CH:11]2)(=[O:9])=[O:8])[CH:6]=[CH:5][CH:4]=[CH:3][CH:2]=1.C(N(CC)CC)C.[CH2:33]([Si:35]([C:40]#[CH:41])([CH2:38][CH3:39])[CH2:36][CH3:37])[CH3:34].O, predict the reaction product. The product is: [C:1]1([S:7]([N:10]2[C:14]3[N:15]=[CH:16][N:17]=[C:18]([N:19]4[CH2:24][CH2:23][CH2:22][CH2:21][CH2:20]4)[C:13]=3[C:12]([C:34]#[C:33][Si:35]([CH2:40][CH3:41])([CH2:38][CH3:39])[CH2:36][CH3:37])=[CH:11]2)(=[O:9])=[O:8])[CH:6]=[CH:5][CH:4]=[CH:3][CH:2]=1. (5) Given the reactants [CH3:1][C:2]1[CH:11]=[CH:10][C:9]2[C:4](=[C:5]([C:12]#[N:13])[CH:6]=[CH:7][CH:8]=2)[N:3]=1.[Se](=O)=[O:15], predict the reaction product. The product is: [CH:1]([C:2]1[CH:11]=[CH:10][C:9]2[C:4](=[C:5]([C:12]#[N:13])[CH:6]=[CH:7][CH:8]=2)[N:3]=1)=[O:15].